Dataset: Tyrosyl-DNA phosphodiesterase HTS with 341,365 compounds. Task: Binary Classification. Given a drug SMILES string, predict its activity (active/inactive) in a high-throughput screening assay against a specified biological target. (1) The drug is Brc1cn(nc1)Cc1ccc(cc1)C(=O)NN. The result is 0 (inactive). (2) The drug is S1\C(C(=O)N(Cc2ccccc2)C1=O)=C\c1nc(ccc1)C. The result is 0 (inactive).